From a dataset of Reaction yield outcomes from USPTO patents with 853,638 reactions. Predict the reaction yield, written as a fraction of the theoretical maximum amount of product (1.0 means a 100% yield; for example, 0.34 means a 34% yield). (1) The reactants are [ClH:1].[C:2]([C:5]1[CH:11]=[CH:10][CH:9]=[CH:8][C:6]=1[NH2:7])(=[O:4])[CH3:3].[N:12]([O-])=O.[Na+]. The catalyst is O. The product is [ClH:1].[N:7]1[C:6]2[C:5](=[CH:11][CH:10]=[CH:9][CH:8]=2)[C:2]([OH:4])=[CH:3][N:12]=1. The yield is 0.770. (2) The yield is 0.696. The reactants are [NH2:1][C:2]1[N:7]([CH2:8][CH2:9][CH2:10][CH3:11])[C:6](=[O:12])[N:5]([CH2:13][C:14]2[CH:19]=[CH:18][CH:17]=[CH:16][C:15]=2[F:20])[C:4](=[O:21])[C:3]=1[NH:22][C:23]([CH2:25][C:26]1[CH:31]=[CH:30][C:29]([NH:32][C:33]([C:35]2[N:36]=[CH:37][N:38]([C:40]([C:53]3[CH:58]=[CH:57][CH:56]=[CH:55][CH:54]=3)([C:47]3[CH:52]=[CH:51][CH:50]=[CH:49][CH:48]=3)[C:41]3[CH:46]=[CH:45][CH:44]=[CH:43][CH:42]=3)[CH:39]=2)=[O:34])=[CH:28][CH:27]=1)=O.[OH-].[Na+].Cl. The product is [CH2:8]([N:7]1[C:2]2[N:1]=[C:23]([CH2:25][C:26]3[CH:27]=[CH:28][C:29]([NH:32][C:33]([C:35]4[N:36]=[CH:37][N:38]([C:40]([C:47]5[CH:52]=[CH:51][CH:50]=[CH:49][CH:48]=5)([C:41]5[CH:46]=[CH:45][CH:44]=[CH:43][CH:42]=5)[C:53]5[CH:54]=[CH:55][CH:56]=[CH:57][CH:58]=5)[CH:39]=4)=[O:34])=[CH:30][CH:31]=3)[NH:22][C:3]=2[C:4](=[O:21])[N:5]([CH2:13][C:14]2[CH:19]=[CH:18][CH:17]=[CH:16][C:15]=2[F:20])[C:6]1=[O:12])[CH2:9][CH2:10][CH3:11]. The catalyst is CO. (3) The reactants are C(O[C:6]([N:8](C)[C:9]1[C:17]([O:18][CH3:19])=[C:16]2[C:12]([C:13]3[CH:30]=[C:29]([CH3:31])[CH:28]=[N:27][C:14]=3[N:15]2C(OC(C)(C)C)=O)=[C:11]([C:32]2[CH:37]=[CH:36][CH:35]=[C:34]([S:38]([CH2:41][CH3:42])(=[O:40])=[O:39])[CH:33]=2)[CH:10]=1)=O)(C)(C)C.C1(OC)C=CC=CC=1.C(O)(C(F)(F)F)=O. The catalyst is C(Cl)Cl. The product is [CH2:41]([S:38]([C:34]1[CH:33]=[C:32]([C:11]2[CH:10]=[C:9]([NH:8][CH3:6])[C:17]([O:18][CH3:19])=[C:16]3[C:12]=2[C:13]2[CH:30]=[C:29]([CH3:31])[CH:28]=[N:27][C:14]=2[NH:15]3)[CH:37]=[CH:36][CH:35]=1)(=[O:40])=[O:39])[CH3:42]. The yield is 0.700. (4) The reactants are Cl[C:2]1[CH:7]=[C:6]([Cl:8])[N:5]2[N:9]=[CH:10][CH:11]=[C:4]2[N:3]=1.[Br-].[C:13]([C:15]1[CH:16]=[C:17]([CH:20]=[CH:21][CH:22]=1)[CH2:18][Zn+])#[N:14].[NH4+].[Cl-]. The catalyst is C1C=CC([P]([Pd]([P](C2C=CC=CC=2)(C2C=CC=CC=2)C2C=CC=CC=2)([P](C2C=CC=CC=2)(C2C=CC=CC=2)C2C=CC=CC=2)[P](C2C=CC=CC=2)(C2C=CC=CC=2)C2C=CC=CC=2)(C2C=CC=CC=2)C2C=CC=CC=2)=CC=1.CN(C=O)C. The product is [Cl:8][C:6]1[N:5]2[N:9]=[CH:10][CH:11]=[C:4]2[N:3]=[C:2]([CH2:18][C:17]2[CH:16]=[C:15]([CH:22]=[CH:21][CH:20]=2)[C:13]#[N:14])[CH:7]=1. The yield is 0.640. (5) The reactants are [OH-].[Na+].[Br:3][C:4]1[S:8][CH:7]=[C:6]([C:9]([O:11]CC)=[O:10])[CH:5]=1.Cl. The catalyst is O1CCCC1.CO.O.C(OCC)(=O)C. The product is [Br:3][C:4]1[S:8][CH:7]=[C:6]([C:9]([OH:11])=[O:10])[CH:5]=1. The yield is 0.920. (6) The reactants are [CH3:1][O:2][C:3]1[C:12]2[C:7](=[CH:8][CH:9]=[CH:10][CH:11]=2)[N:6]=[C:5](OS(C(F)(F)F)(=O)=O)[CH:4]=1.[NH2:21][CH2:22][CH2:23][CH2:24][NH:25][C:26](=[O:32])[O:27][C:28]([CH3:31])([CH3:30])[CH3:29].C(N(C(C)C)CC)(C)C. The catalyst is C(#N)C. The product is [C:28]([O:27][C:26](=[O:32])[NH:25][CH2:24][CH2:23][CH2:22][NH:21][C:5]1[CH:4]=[C:3]([O:2][CH3:1])[C:12]2[C:7](=[CH:8][CH:9]=[CH:10][CH:11]=2)[N:6]=1)([CH3:31])([CH3:29])[CH3:30]. The yield is 0.640. (7) The reactants are C[O-].[Na+].C(O[C:7](=[O:19])[CH:8]([O:16][CH2:17][CH3:18])[C:9](=O)[C:10]([O:12][CH2:13]C)=[O:11])C.Cl.[Cl:21][C:22]1[CH:30]=[CH:29][C:25]([C:26]([NH2:28])=[NH:27])=[C:24]([F:31])[C:23]=1[O:32][CH3:33].Cl. The catalyst is CO. The product is [CH3:13][O:12][C:10]([C:9]1[C:8]([O:16][CH2:17][CH3:18])=[C:7]([OH:19])[N:27]=[C:26]([C:25]2[CH:29]=[CH:30][C:22]([Cl:21])=[C:23]([O:32][CH3:33])[C:24]=2[F:31])[N:28]=1)=[O:11]. The yield is 0.0800. (8) The reactants are [CH:1]1([N:6]2[C:11]3[N:12]=[C:13]([NH:17][C:18]4[CH:26]=[CH:25][C:21]([C:22]([OH:24])=O)=[CH:20][CH:19]=4)[N:14]=[C:15]([CH3:16])[C:10]=3[CH:9]=[CH:8][C:7]2=[O:27])[CH2:5][CH2:4][CH2:3][CH2:2]1.[CH2:28]([NH2:35])[C:29]1[CH:34]=[CH:33][CH:32]=[CH:31][CH:30]=1. The product is [CH:1]1([N:6]2[C:11]3[N:12]=[C:13]([NH:17][C:18]4[CH:26]=[CH:25][C:21]([C:22]([NH:35][CH2:28][C:29]5[CH:34]=[CH:33][CH:32]=[CH:31][CH:30]=5)=[O:24])=[CH:20][CH:19]=4)[N:14]=[C:15]([CH3:16])[C:10]=3[CH:9]=[CH:8][C:7]2=[O:27])[CH2:5][CH2:4][CH2:3][CH2:2]1. No catalyst specified. The yield is 0.120. (9) The catalyst is O. The yield is 0.940. The product is [F-:14].[CH2:4]([N+:5]1[CH:6]=[CH:7][N:8]([CH3:10])[CH:9]=1)[CH2:3][CH2:2][CH3:1]. The reactants are [CH3:1][CH2:2][CH2:3][CH2:4][N:5]1[CH:9]=[N+:8]([CH3:10])[CH:7]=[CH:6]1.[Cl-].CO.[F-:14].[K+]. (10) The reactants are Br[C:2]1[C:7]([CH3:8])=[CH:6][C:5]([CH:9]([O:12][CH3:13])[O:10][CH3:11])=[C:4]([CH3:14])[N:3]=1.C([Li])CCC.CN(C)[CH:22]=[O:23].O. The product is [CH3:11][O:10][CH:9]([O:12][CH3:13])[C:5]1[CH:6]=[C:7]([CH3:8])[C:2]([CH:22]=[O:23])=[N:3][C:4]=1[CH3:14]. The catalyst is O1CCCC1. The yield is 0.350.